From a dataset of Peptide-MHC class I binding affinity with 185,985 pairs from IEDB/IMGT. Regression. Given a peptide amino acid sequence and an MHC pseudo amino acid sequence, predict their binding affinity value. This is MHC class I binding data. (1) The peptide sequence is IRNPPMVVF. The MHC is HLA-B35:01 with pseudo-sequence HLA-B35:01. The binding affinity (normalized) is 0.149. (2) The peptide sequence is HPGFTVIAL. The MHC is HLA-B07:02 with pseudo-sequence HLA-B07:02. The binding affinity (normalized) is 0.846.